From a dataset of Reaction yield outcomes from USPTO patents with 853,638 reactions. Predict the reaction yield, written as a fraction of the theoretical maximum amount of product (1.0 means a 100% yield; for example, 0.34 means a 34% yield). (1) The reactants are [CH2:1]([NH:3][C:4]1[S:5][C@H:6]2[O:12][C@H:11]([CH2:13][OH:14])[C@@H:10]([OH:15])[C@H:9]([OH:16])[C@H:7]2[N:8]=1)[CH3:2].CCN(C(C)C)C(C)C.[CH3:26][C:27]([O:30][C:31](O[C:31]([O:30][C:27]([CH3:29])([CH3:28])[CH3:26])=[O:32])=[O:32])([CH3:29])[CH3:28].CO. The catalyst is CN(C=O)C. The product is [OH:15][C@@H:10]1[C@@H:11]([CH2:13][OH:14])[O:12][C@H:6]2[C@H:7]([N:8]=[C:4]([N:3]([CH2:1][CH3:2])[C:31](=[O:32])[O:30][C:27]([CH3:29])([CH3:28])[CH3:26])[S:5]2)[C@H:9]1[OH:16]. The yield is 0.640. (2) The reactants are C1(P(C2C=CC=CC=2)C2C=CC=CC=2)C=CC=CC=1.[Cl:20][C:21]1[CH:26]=[CH:25][CH:24]=[C:23]([Cl:27])[C:22]=1[OH:28].O[CH2:30][C:31]1[C:35]([CH2:36][O:37][C:38]2[CH:43]=[CH:42][C:41]([C:44]3[CH:45]=[C:46]4[C:51](=[CH:52][CH:53]=3)[N:50]=[C:49]([C:54]([O:56]C)=[O:55])[CH:48]=[CH:47]4)=[CH:40][CH:39]=2)=[C:34]([CH:58]([CH3:60])[CH3:59])[O:33][N:32]=1.N(C(OC(C)C)=O)=NC(OC(C)C)=O.[OH-].[Na+]. The catalyst is O1CCCC1.CO. The product is [Cl:20][C:21]1[CH:26]=[CH:25][CH:24]=[C:23]([Cl:27])[C:22]=1[O:28][CH2:30][C:31]1[C:35]([CH2:36][O:37][C:38]2[CH:43]=[CH:42][C:41]([C:44]3[CH:45]=[C:46]4[C:51](=[CH:52][CH:53]=3)[N:50]=[C:49]([C:54]([OH:56])=[O:55])[CH:48]=[CH:47]4)=[CH:40][CH:39]=2)=[C:34]([CH:58]([CH3:60])[CH3:59])[O:33][N:32]=1. The yield is 0.240.